Dataset: Forward reaction prediction with 1.9M reactions from USPTO patents (1976-2016). Task: Predict the product of the given reaction. Given the reactants FC(F)(F)S(O[C@@H:7]([C:12]1[CH:13]=[N:14][C:15]([Cl:18])=[CH:16][CH:17]=1)[C:8]([F:11])([F:10])[F:9])(=O)=O.[F:21][CH2:22][C:23]1([NH:28][C:29](=[O:35])[O:30][C:31]([CH3:34])([CH3:33])[CH3:32])[CH2:27][CH2:26][NH:25][CH2:24]1, predict the reaction product. The product is: [Cl:18][C:15]1[N:14]=[CH:13][C:12]([C@@H:7]([N:25]2[CH2:26][CH2:27][C:23]([NH:28][C:29](=[O:35])[O:30][C:31]([CH3:33])([CH3:32])[CH3:34])([CH2:22][F:21])[CH2:24]2)[C:8]([F:9])([F:10])[F:11])=[CH:17][CH:16]=1.